From a dataset of Reaction yield outcomes from USPTO patents with 853,638 reactions. Predict the reaction yield, written as a fraction of the theoretical maximum amount of product (1.0 means a 100% yield; for example, 0.34 means a 34% yield). (1) The reactants are [CH3:1][CH:2]1[CH2:7][CH2:6][CH2:5][N:4]([C:8]2[CH:9]=[CH:10][C:11]3[CH2:12][N:13](C(OC(C)(C)C)=O)[CH2:14][CH2:15][O:16][C:17]=3[N:18]=2)[CH2:3]1.Cl.C(OCC)(=O)C. No catalyst specified. The product is [CH3:1][CH:2]1[CH2:7][CH2:6][CH2:5][N:4]([C:8]2[CH:9]=[CH:10][C:11]3[CH2:12][NH:13][CH2:14][CH2:15][O:16][C:17]=3[N:18]=2)[CH2:3]1. The yield is 0.670. (2) The yield is 0.520. The catalyst is C(Cl)(Cl)Cl. The product is [Br:33][C:12]1[N:4]([CH:1]([CH3:3])[CH3:2])[C:5]2[C:10]([N:11]=1)=[C:9]([C:13]1[CH:14]=[N:15][C:16]([NH2:19])=[N:17][CH:18]=1)[N:8]=[C:7]([N:20]1[CH2:25][CH2:24][O:23][CH2:22][CH2:21]1)[N:6]=2. The reactants are [CH:1]([N:4]1[CH:12]=[N:11][C:10]2[C:5]1=[N:6][C:7]([N:20]1[CH2:25][CH2:24][O:23][CH2:22][CH2:21]1)=[N:8][C:9]=2[C:13]1[CH:14]=[N:15][C:16]([NH2:19])=[N:17][CH:18]=1)([CH3:3])[CH3:2].C1C(=O)N([Br:33])C(=O)C1. (3) The reactants are [CH2:1]([C:3]1[O:4][C:5]2[C:11]([OH:12])=[CH:10][CH:9]=[C:8]([C:13]([C:15]3[CH:20]=[CH:19][C:18]([O:21][CH3:22])=[CH:17][CH:16]=3)=[O:14])[C:6]=2[CH:7]=1)[CH3:2].[Br:23]Br. The catalyst is O. The product is [Br:23][C:10]1[CH:9]=[C:8]([C:13]([C:15]2[CH:20]=[CH:19][C:18]([O:21][CH3:22])=[CH:17][CH:16]=2)=[O:14])[C:6]2[CH:7]=[C:3]([CH2:1][CH3:2])[O:4][C:5]=2[C:11]=1[OH:12]. The yield is 0.690. (4) The reactants are [C:1]([C:3]1[CH:4]=[C:5]([NH:9][C:10]2[C:19]3[C:14](=[CH:15][C:16](F)=[C:17]([N+:20]([O-:22])=[O:21])[CH:18]=3)[N:13]=[CH:12][N:11]=2)[CH:6]=[CH:7][CH:8]=1)#[CH:2].[CH3:24][O:25][CH2:26][CH2:27][O-:28].[Na+].O. The catalyst is COCCO. The product is [C:1]([C:3]1[CH:4]=[C:5]([NH:9][C:10]2[C:19]3[C:14](=[CH:15][C:16]([O:28][CH2:27][CH2:26][O:25][CH3:24])=[C:17]([N+:20]([O-:22])=[O:21])[CH:18]=3)[N:13]=[CH:12][N:11]=2)[CH:6]=[CH:7][CH:8]=1)#[CH:2]. The yield is 0.600.